Binary Classification. Given a drug SMILES string, predict its activity (active/inactive) in a high-throughput screening assay against a specified biological target. From a dataset of Cav3 T-type calcium channel HTS with 100,875 compounds. (1) The compound is Brc1oc(c2nc(on2)COc2c(Cl)cccc2)cc1. The result is 0 (inactive). (2) The drug is FC(F)(F)c1cc(N2CCN(CC2)C(=O)CCc2onc(n2)c2ccc(OC)cc2)ccc1. The result is 1 (active). (3) The drug is Clc1c(S(=O)(=O)N2CC(CCC2)C)cc(Cl)cc1. The result is 0 (inactive). (4) The molecule is Fc1ccc(N(C(C(=O)NC2CCCC2)c2occc2)C(=O)Cn2nc(nn2)c2oc(cc2)C)cc1. The result is 0 (inactive). (5) The compound is O=C(N1CCc2c1cccc2)c1c(=O)n2c(nc1)cccc2. The result is 0 (inactive). (6) The molecule is s1c2ncnc(n3nc(cc3N)C)c2c(c2ccc(cc2)C)c1. The result is 0 (inactive). (7) The molecule is s1c(CC(=O)N(C(C(=O)NC2CCCC2)c2ccccc2)Cc2cc3OCOc3cc2)ccc1. The result is 1 (active).